From a dataset of Full USPTO retrosynthesis dataset with 1.9M reactions from patents (1976-2016). Predict the reactants needed to synthesize the given product. Given the product [CH3:14][N:15]1[CH:19]=[C:18]([C:2]2[CH:8]=[CH:7][C:5]([NH2:6])=[C:4]([N+:9]([O-:11])=[O:10])[CH:3]=2)[CH:17]=[N:16]1, predict the reactants needed to synthesize it. The reactants are: Br[C:2]1[CH:8]=[CH:7][C:5]([NH2:6])=[C:4]([N+:9]([O-:11])=[O:10])[CH:3]=1.N#N.[CH3:14][N:15]1[CH:19]=[C:18](B2OC(C)(C)C(C)(C)O2)[CH:17]=[N:16]1.C(=O)([O-])[O-].